Predict the reactants needed to synthesize the given product. From a dataset of Full USPTO retrosynthesis dataset with 1.9M reactions from patents (1976-2016). (1) Given the product [CH3:20][N:5]([CH3:4])[CH:6]=[CH:7][C:8]([C:10]1[CH:11]=[C:12]([N:16]([CH2:21][CH3:22])[C:17](=[O:19])[CH3:18])[CH:13]=[CH:14][CH:15]=1)=[O:9], predict the reactants needed to synthesize it. The reactants are: C[O-].[Na+].[CH3:4][N:5]([CH3:20])[CH:6]=[CH:7][C:8]([C:10]1[CH:11]=[C:12]([NH:16][C:17](=[O:19])[CH3:18])[CH:13]=[CH:14][CH:15]=1)=[O:9].[CH2:21](I)[CH3:22]. (2) Given the product [CH3:21][C:18]([O:17][C:16]([N:15]([CH3:23])[C@H:7]([C:6]([OH:24])=[O:32])[CH2:8][CH:9]1[CH2:10][CH2:11][O:12][CH2:13][CH2:14]1)=[O:22])([CH3:19])[CH3:20], predict the reactants needed to synthesize it. The reactants are: O[C@H](C1C=CC=CC=1)[C@H](N(C)[C:6](=[O:24])[C@@H:7]([N:15]([CH3:23])[C:16](=[O:22])[O:17][C:18]([CH3:21])([CH3:20])[CH3:19])[CH2:8][CH:9]1[CH2:14][CH2:13][O:12][CH2:11][CH2:10]1)C.[OH-:32].[Na+]. (3) Given the product [NH2:1][C:2]1[CH:11]=[CH:10][C:9]([B:13]2[O:17][C:16]([CH3:19])([CH3:18])[C:15]([CH3:21])([CH3:20])[O:14]2)=[CH:8][C:3]=1[C:4]([N:6]([CH3:31])[CH3:7])=[O:5], predict the reactants needed to synthesize it. The reactants are: [NH2:1][C:2]1[CH:11]=[CH:10][C:9](Br)=[CH:8][C:3]=1[C:4]([NH:6][CH3:7])=[O:5].[B:13]1([B:13]2[O:17][C:16]([CH3:19])([CH3:18])[C:15]([CH3:21])([CH3:20])[O:14]2)[O:17][C:16]([CH3:19])([CH3:18])[C:15]([CH3:21])([CH3:20])[O:14]1.[C:31](O[K])(C)=O.ClCCl. (4) The reactants are: C([O:5][C:6]([C:8]1[CH:13]=[CH:12][C:11]([O:14][C:15]2[C:20]3[CH2:21][C:22]([CH3:25])([CH3:24])[O:23][C:19]=3[CH:18]=[C:17]([C:26]([O:28][CH3:29])=[O:27])[CH:16]=2)=[CH:10][N:9]=1)=[O:7])(C)(C)C. Given the product [CH3:29][O:28][C:26]([C:17]1[CH:16]=[C:15]([O:14][C:11]2[CH:12]=[CH:13][C:8]([C:6]([OH:7])=[O:5])=[N:9][CH:10]=2)[C:20]2[CH2:21][C:22]([CH3:25])([CH3:24])[O:23][C:19]=2[CH:18]=1)=[O:27], predict the reactants needed to synthesize it. (5) Given the product [Br:31][C:32]1[CH:37]=[CH:36][C:35]([F:38])=[CH:34][C:33]=1[O:1][CH:2]1[CH2:3][CH2:4][N:5]([C:8]([O:10][C:11]([CH3:14])([CH3:13])[CH3:12])=[O:9])[CH2:6][CH2:7]1, predict the reactants needed to synthesize it. The reactants are: [OH:1][CH:2]1[CH2:7][CH2:6][N:5]([C:8]([O:10][C:11]([CH3:14])([CH3:13])[CH3:12])=[O:9])[CH2:4][CH2:3]1.N(C(OC(C)(C)C)=O)=NC(OC(C)(C)C)=O.[Br:31][C:32]1[CH:37]=[CH:36][C:35]([F:38])=[CH:34][C:33]=1O.C1(P(C2C=CC=CC=2)C2C=CC=CC=2)C=CC=CC=1.